The task is: Predict the reaction yield, written as a fraction of the theoretical maximum amount of product (1.0 means a 100% yield; for example, 0.34 means a 34% yield).. This data is from Reaction yield outcomes from USPTO patents with 853,638 reactions. (1) The reactants are [NH2:1][CH2:2][CH2:3][CH2:4][S:5]([OH:8])(=[O:7])=[O:6].C(=O)(O)[O-].[Na+].[Cl:14][C:15]1[CH:16]=[C:17]2[C:22](=[C:23]([Cl:25])[CH:24]=1)[CH2:21][N:20]([CH3:26])[CH2:19][CH:18]2[C:27]1[CH:28]=[C:29]([S:33](Cl)(=[O:35])=[O:34])[CH:30]=[CH:31][CH:32]=1.Cl. The catalyst is O1CCCC1.O. The product is [Cl:14][C:15]1[CH:16]=[C:17]2[C:22](=[C:23]([Cl:25])[CH:24]=1)[CH2:21][N:20]([CH3:26])[CH2:19][CH:18]2[C:27]1[CH:28]=[C:29]([S:33]([NH:1][CH2:2][CH2:3][CH2:4][S:5]([OH:8])(=[O:7])=[O:6])(=[O:35])=[O:34])[CH:30]=[CH:31][CH:32]=1. The yield is 0.0400. (2) The reactants are [NH:1]1[C:9]2[C:4](=[CH:5][CH:6]=[CH:7][CH:8]=2)[CH2:3][C:2]1=[O:10].[C:11](OC(=O)C)(=[O:13])[CH3:12]. The product is [C:11]([N:1]1[C:9]2[C:4](=[CH:5][CH:6]=[CH:7][CH:8]=2)[CH2:3][C:2]1=[O:10])(=[O:13])[CH3:12]. The catalyst is C(O)(=O)C.O. The yield is 0.790. (3) The reactants are [N:1]1[S:5][N:4]=[C:3]2[C:6]([C:10]([OH:12])=O)=[CH:7][CH:8]=[CH:9][C:2]=12.C(Cl)(=O)C(Cl)=O.Cl.[CH3:20][NH:21][O:22][CH3:23].C(N(CC)CC)C. The catalyst is C1C=CC=CC=1.C(Cl)(Cl)Cl.CN(C=O)C.C(Cl)Cl. The product is [CH3:23][O:22][N:21]([CH3:20])[C:10]([C:6]1[C:3]2=[N:4][S:5][N:1]=[C:2]2[CH:9]=[CH:8][CH:7]=1)=[O:12]. The yield is 0.900. (4) The reactants are [C:1]([C:5]1[NH:6][C:7]2[C:12]([CH:13]=1)=[CH:11][CH:10]=[C:9]([N+:14]([O-])=O)[CH:8]=2)([CH3:4])([CH3:3])[CH3:2]. The catalyst is CO.[Ni]. The product is [C:1]([C:5]1[NH:6][C:7]2[C:12]([CH:13]=1)=[CH:11][CH:10]=[C:9]([NH2:14])[CH:8]=2)([CH3:4])([CH3:2])[CH3:3]. The yield is 0.890.